Dataset: Catalyst prediction with 721,799 reactions and 888 catalyst types from USPTO. Task: Predict which catalyst facilitates the given reaction. (1) Reactant: Br[C:2]1[CH:22]=[CH:21][C:5]([O:6][CH2:7][CH:8]2[CH2:13][CH2:12][N:11]([CH2:14][C:15]([CH2:19][CH3:20])([F:18])[CH2:16][CH3:17])[CH2:10][CH2:9]2)=[CH:4][CH:3]=1.[CH3:23][O:24][C:25]([C:27]1[CH:32]=[CH:31][C:30](B(O)O)=[CH:29][CH:28]=1)=[O:26].C([O-])([O-])=O.[Cs+].[Cs+]. Product: [CH2:16]([C:15]([F:18])([CH2:19][CH3:20])[CH2:14][N:11]1[CH2:12][CH2:13][CH:8]([CH2:7][O:6][C:5]2[CH:21]=[CH:22][C:2]([C:30]3[CH:31]=[CH:32][C:27]([C:25]([O:24][CH3:23])=[O:26])=[CH:28][CH:29]=3)=[CH:3][CH:4]=2)[CH2:9][CH2:10]1)[CH3:17]. The catalyst class is: 38. (2) Reactant: [CH3:1][C:2]1[CH:3]=[CH:4][C:5]([O:8][C@H:9]2[C@@H:14]3[CH2:15][C@@H:11]([CH2:12][N:13]3C(OC(C)(C)C)=O)[CH2:10]2)=[N:6][CH:7]=1.Cl. Product: [CH3:1][C:2]1[CH:3]=[CH:4][C:5]([O:8][C@H:9]2[C@@H:14]3[CH2:15][C@@H:11]([CH2:12][NH:13]3)[CH2:10]2)=[N:6][CH:7]=1. The catalyst class is: 817. (3) Reactant: [OH:1][CH:2]1[C:26]2[C:21](=[CH:22][CH:23]=[CH:24][CH:25]=2)[O:20][C:4]2([CH2:9][CH2:8][N:7]([C:10]([C:12]3[CH:17]=[CH:16][CH:15]=[CH:14][C:13]=3[O:18][CH3:19])=[O:11])[CH2:6][CH2:5]2)[CH2:3]1.[H-].[Na+].[CH3:29]I. Product: [CH3:19][O:18][C:13]1[CH:14]=[CH:15][CH:16]=[CH:17][C:12]=1[C:10]([N:7]1[CH2:8][CH2:9][C:4]2([CH2:3][CH:2]([O:1][CH3:29])[C:26]3[C:21](=[CH:22][CH:23]=[CH:24][CH:25]=3)[O:20]2)[CH2:5][CH2:6]1)=[O:11]. The catalyst class is: 1. (4) Reactant: [N+:1]([C:4]1[CH:5]=[CH:6][C:7]2[O:12][CH2:11][CH:10]([CH2:13][OH:14])[O:9][C:8]=2[CH:15]=1)([O-:3])=[O:2].[C:16]1([CH3:26])[CH:21]=[CH:20][C:19]([S:22](Cl)(=[O:24])=[O:23])=[CH:18][CH:17]=1. Product: [CH3:26][C:16]1[CH:21]=[CH:20][C:19]([S:22]([O:14][CH2:13][CH:10]2[O:9][C:8]3[CH:15]=[C:4]([N+:1]([O-:3])=[O:2])[CH:5]=[CH:6][C:7]=3[O:12][CH2:11]2)(=[O:24])=[O:23])=[CH:18][CH:17]=1. The catalyst class is: 17. (5) Reactant: C([O:5][C:6](=[O:29])[CH2:7][N:8]1[C:16]2[C:11](=[CH:12][C:13]([Cl:17])=[CH:14][CH:15]=2)[C:10]([CH:18]2[C:22]3[CH:23]=[CH:24][CH:25]=[CH:26][C:21]=3[S:20](=[O:28])(=[O:27])[NH:19]2)=[CH:9]1)(C)(C)C.[OH-].[Na+]. Product: [Cl:17][C:13]1[CH:12]=[C:11]2[C:16](=[CH:15][CH:14]=1)[N:8]([CH2:7][C:6]([OH:29])=[O:5])[CH:9]=[C:10]2[CH:18]1[C:22]2[CH:23]=[CH:24][CH:25]=[CH:26][C:21]=2[S:20](=[O:28])(=[O:27])[NH:19]1. The catalyst class is: 14.